This data is from Catalyst prediction with 721,799 reactions and 888 catalyst types from USPTO. The task is: Predict which catalyst facilitates the given reaction. (1) Reactant: [C:1]([C:5]1[CH:10]=[CH:9][C:8]([CH:11]2[CH2:16][CH:15]([C:17]([O:19]C)=[O:18])[CH2:14][CH2:13][N:12]2[C:21]([O:23][CH3:24])=[O:22])=[CH:7][CH:6]=1)([CH3:4])([CH3:3])[CH3:2].[Br-].[Li+].C(N(CC)CC)C.O. Product: [C:1]([C:5]1[CH:10]=[CH:9][C:8]([CH:11]2[CH2:16][CH:15]([C:17]([OH:19])=[O:18])[CH2:14][CH2:13][N:12]2[C:21]([O:23][CH3:24])=[O:22])=[CH:7][CH:6]=1)([CH3:4])([CH3:2])[CH3:3]. The catalyst class is: 23. (2) Reactant: [N+:1]([C:4]1[CH:9]=[CH:8][C:7]([OH:10])=[CH:6][CH:5]=1)([O-:3])=[O:2].C(=O)([O-])[O-].[K+].[K+].Br[CH2:18][CH2:19][CH:20]=[CH2:21]. Product: [CH2:21]([O:10][C:7]1[CH:8]=[CH:9][C:4]([N+:1]([O-:3])=[O:2])=[CH:5][CH:6]=1)[CH2:20][CH:19]=[CH2:18]. The catalyst class is: 10. (3) Reactant: Cl.[OH:2][CH2:3][CH2:4][CH2:5][S:6][C:7]1[CH:12]=[CH:11][C:10]([N+:13]([O-])=O)=[CH:9][CH:8]=1. Product: [OH:2][CH2:3][CH2:4][CH2:5][S:6][C:7]1[CH:12]=[CH:11][C:10]([NH2:13])=[CH:9][CH:8]=1. The catalyst class is: 190.